Task: Predict the reaction yield, written as a fraction of the theoretical maximum amount of product (1.0 means a 100% yield; for example, 0.34 means a 34% yield).. Dataset: Reaction yield outcomes from USPTO patents with 853,638 reactions (1) The reactants are [F:1][C:2]1[C:3]([C:18]([O:21]COC)([CH3:20])[CH3:19])=[C:4]([B:9]2[O:13]C(C)(C)C(C)(C)O2)[CH:5]=[C:6]([CH3:8])[CH:7]=1.Cl. No catalyst specified. The product is [F:1][C:2]1[C:3]2[C:18]([CH3:19])([CH3:20])[O:21][B:9]([OH:13])[C:4]=2[CH:5]=[C:6]([CH3:8])[CH:7]=1. The yield is 0.525. (2) The reactants are [F:1][C:2]([F:23])([F:22])[C:3]1[C:11]2[CH2:10][CH2:9][CH2:8][CH2:7][C:6]=2[N:5]([C:12]2[CH:17]=[CH:16][C:15]([CH2:18][C:19](O)=[O:20])=[CH:14][CH:13]=2)[N:4]=1.C(N1C=CN=C1)(N1C=CN=C1)=O.[NH:36]1[CH2:40][CH2:39][CH2:38][CH2:37]1. The catalyst is ClCCl. The product is [O:20]=[C:19]([N:36]1[CH2:40][CH2:39][CH2:38][CH2:37]1)[CH2:18][C:15]1[CH:16]=[CH:17][C:12]([N:5]2[C:6]3[CH2:7][CH2:8][CH2:9][CH2:10][C:11]=3[C:3]([C:2]([F:23])([F:1])[F:22])=[N:4]2)=[CH:13][CH:14]=1. The yield is 0.230. (3) The reactants are [CH2:1]([O:4][C:5]1[C:6]([CH:14]=[CH2:15])=[CH:7][C:8]([CH2:12][OH:13])=[N:9][C:10]=1[Cl:11])C=C. The catalyst is C(Cl)Cl.C1CCC([P+](C([P+](C2CCCCC2)(C2CCCCC2)C2CCCCC2)C2C=CC=CC=2)(C2CCCCC2)C2CCCCC2)CC1.Cl[Ru]Cl. The product is [Cl:11][C:10]1[N:9]=[C:8]([CH2:12][OH:13])[CH:7]=[C:6]2[CH:14]=[CH:15][CH2:1][O:4][C:5]=12. The yield is 0.890. (4) The reactants are ClCCl.Cl[C:5]1[C:6]([F:34])=[C:7]([CH:31]=[CH:32][CH:33]=1)[C:8]([N:10]1[CH2:15][CH2:14][N:13]([C:16]([O:18][C:19]([CH3:22])([CH3:21])[CH3:20])=[O:17])[CH2:12][CH:11]1[CH2:23][O:24][C:25]1[CH:26]=[N:27][CH:28]=[CH:29][CH:30]=1)=[O:9].C1(B(O)O)C=CC=CC=1.C(=O)([O-])[O-].[Na+].[Na+].B(O)O. The catalyst is C1(C)C=CC=CC=1.O1CCOCC1.[Pd].O. The product is [F:34][C:6]1[CH:5]=[CH:33][CH:32]=[CH:31][C:7]=1[C:8]([N:10]1[CH2:15][CH2:14][N:13]([C:16]([O:18][C:19]([CH3:21])([CH3:22])[CH3:20])=[O:17])[CH2:12][CH:11]1[CH2:23][O:24][C:25]1[CH:26]=[N:27][CH:28]=[CH:29][CH:30]=1)=[O:9]. The yield is 0.220.